This data is from Forward reaction prediction with 1.9M reactions from USPTO patents (1976-2016). The task is: Predict the product of the given reaction. (1) Given the reactants [CH3:1][O:2][C:3](=[O:12])[C:4]1[CH:9]=[CH:8][C:7]([CH3:10])=[C:6]([OH:11])[CH:5]=1.[C:13]1([CH:19]([C:38]2[CH:43]=[CH:42][CH:41]=[CH:40][CH:39]=2)[CH2:20][N:21]([CH2:34][CH2:35][CH2:36]O)[CH2:22][C:23]2[CH:28]=[CH:27][CH:26]=[C:25]([C:29]([F:32])([F:31])[F:30])[C:24]=2[Cl:33])[CH:18]=[CH:17][CH:16]=[CH:15][CH:14]=1.C1(P(C2C=CC=CC=2)C2C=CC=CC=2)C=CC=CC=1.CC(OC(/N=N/C(OC(C)C)=O)=O)C, predict the reaction product. The product is: [CH3:1][O:2][C:3](=[O:12])[C:4]1[CH:9]=[CH:8][C:7]([CH3:10])=[C:6]([O:11][CH2:36][CH2:35][CH2:34][N:21]([CH2:22][C:23]2[CH:28]=[CH:27][CH:26]=[C:25]([C:29]([F:30])([F:31])[F:32])[C:24]=2[Cl:33])[CH2:20][CH:19]([C:38]2[CH:43]=[CH:42][CH:41]=[CH:40][CH:39]=2)[C:13]2[CH:14]=[CH:15][CH:16]=[CH:17][CH:18]=2)[CH:5]=1. (2) Given the reactants CC([O-])(C)C.[K+].[CH3:7][CH:8]([CH2:10][CH2:11][CH2:12][C@H:13]([C:15]1[C@:32]2([CH3:33])[C@H:18]([C@H:19]3[C@H:29]([CH2:30][CH2:31]2)[C@:27]2([CH3:28])[C:22](=[CH:23][C:24](=[O:34])[CH2:25][CH2:26]2)[CH2:21][CH2:20]3)[CH2:17][CH:16]=1)[CH3:14])[CH3:9].IC, predict the reaction product. The product is: [CH3:9][CH:8]([CH2:10][CH2:11][CH2:12][C@H:13]([C:15]1[C@:32]2([CH3:33])[C@H:18]([C@H:19]3[C@H:29]([CH2:30][CH2:31]2)[C@:27]2([CH3:28])[C:22]([CH2:23][C:24](=[O:34])[CH2:25][CH2:26]2)=[CH:21][CH2:20]3)[CH2:17][CH:16]=1)[CH3:14])[CH3:7]. (3) The product is: [OH:18][CH:19]1[CH2:22][C:21]([CH2:45][C:46]#[N:47])([N:23]2[CH:27]=[C:26]([C:28]3[C:29]4[CH:36]=[CH:35][N:34]([CH2:37][O:38][CH2:39][CH2:40][Si:41]([CH3:42])([CH3:44])[CH3:43])[C:30]=4[N:31]=[CH:32][N:33]=3)[CH:25]=[N:24]2)[CH2:20]1. Given the reactants [Si]([O:18][CH:19]1[CH2:22][C:21]([CH2:45][C:46]#[N:47])([N:23]2[CH:27]=[C:26]([C:28]3[C:29]4[CH:36]=[CH:35][N:34]([CH2:37][O:38][CH2:39][CH2:40][Si:41]([CH3:44])([CH3:43])[CH3:42])[C:30]=4[N:31]=[CH:32][N:33]=3)[CH:25]=[N:24]2)[CH2:20]1)(C(C)(C)C)(C1C=CC=CC=1)C1C=CC=CC=1.[OH-].[Na+], predict the reaction product.